This data is from Reaction yield outcomes from USPTO patents with 853,638 reactions. The task is: Predict the reaction yield, written as a fraction of the theoretical maximum amount of product (1.0 means a 100% yield; for example, 0.34 means a 34% yield). (1) The reactants are [Cl:1][C:2]1[C:7]([C:8]2[C:9](=[O:23])[N:10]([CH:20]([CH3:22])[CH3:21])[C:11]3[C:16]([CH:17]=2)=[CH:15][N:14]=[C:13]([NH:18][CH3:19])[CH:12]=3)=[CH:6][C:5]([NH:24][C:25]([NH:27][C:28]2[CH:33]=[CH:32][CH:31]=[C:30]([F:34])[CH:29]=2)=[O:26])=[C:4]([F:35])[CH:3]=1.Cl. The catalyst is CC#N. The product is [ClH:1].[Cl:1][C:2]1[C:7]([C:8]2[C:9](=[O:23])[N:10]([CH:20]([CH3:22])[CH3:21])[C:11]3[C:16]([CH:17]=2)=[CH:15][N:14]=[C:13]([NH:18][CH3:19])[CH:12]=3)=[CH:6][C:5]([NH:24][C:25]([NH:27][C:28]2[CH:33]=[CH:32][CH:31]=[C:30]([F:34])[CH:29]=2)=[O:26])=[C:4]([F:35])[CH:3]=1. The yield is 0.840. (2) The reactants are [CH2:1]([C:3]1[C:8](=[O:9])[NH:7][C:6]([CH3:10])=[C:5]([C:11]2[S:15][C:14]([S:16]([Cl:19])(=[O:18])=[O:17])=[CH:13][CH:12]=2)[CH:4]=1)[CH3:2].[OH:20][CH:21]1[CH2:25][CH2:24][N:23]([CH2:26][CH2:27][CH2:28][NH2:29])[CH2:22]1. No catalyst specified. The product is [ClH:19].[OH:20][CH:21]1[CH2:25][CH2:24][N:23]([CH2:26][CH2:27][CH2:28][NH:29][S:16]([C:14]2[S:15][C:11]([C:5]3[CH:4]=[C:3]([CH2:1][CH3:2])[C:8](=[O:9])[NH:7][C:6]=3[CH3:10])=[CH:12][CH:13]=2)(=[O:18])=[O:17])[CH2:22]1. The yield is 0.400. (3) The reactants are [NH2:1][CH2:2][C@H:3]([OH:27])[C@@H:4]([NH:19][C:20](=[O:26])[O:21][C:22]([CH3:25])([CH3:24])[CH3:23])[CH2:5][C@H:6]([CH2:10][O:11][CH2:12][C:13]1[CH:18]=[CH:17][CH:16]=[CH:15][CH:14]=1)[CH:7]([CH3:9])[CH3:8].[CH3:28][C:29]([CH3:37])([CH2:33][CH2:34][CH2:35][CH3:36])[C:30](O)=[O:31].C1C=CC2N(O)N=NC=2C=1.CCN=C=NCCCN(C)C.Cl.CCN(C(C)C)C(C)C. The yield is 0.460. The catalyst is C(Cl)Cl. The product is [CH2:12]([O:11][CH2:10][C@H:6]([CH:7]([CH3:9])[CH3:8])[CH2:5][C@H:4]([NH:19][C:20](=[O:26])[O:21][C:22]([CH3:25])([CH3:24])[CH3:23])[C@@H:3]([OH:27])[CH2:2][NH:1][C:30](=[O:31])[C:29]([CH3:37])([CH3:28])[CH2:33][CH2:34][CH2:35][CH3:36])[C:13]1[CH:18]=[CH:17][CH:16]=[CH:15][CH:14]=1. (4) The reactants are [CH2:1]([O:8][C:9]1[CH:17]=[C:16]([O:18][CH2:19][C:20]2[CH:25]=[CH:24][CH:23]=[CH:22][CH:21]=2)[C:15]([C:26]([CH3:28])=[CH2:27])=[CH:14][C:10]=1[C:11](O)=[O:12])[C:2]1[CH:7]=[CH:6][CH:5]=[CH:4][CH:3]=1.Cl.C(N=C=N)C.ON1C2C=CC=CC=2N=N1.Cl.Cl.[CH2:47]1[C:55]2[C:50](=[CH:51][C:52]([C:56]3([OH:63])[CH2:61][CH2:60][N:59]([CH3:62])[CH2:58][CH2:57]3)=[CH:53][CH:54]=2)[CH2:49][NH:48]1.C(N(CC)CC)C. The catalyst is CN(C=O)C. The product is [CH2:1]([O:8][C:9]1[CH:17]=[C:16]([O:18][CH2:19][C:20]2[CH:21]=[CH:22][CH:23]=[CH:24][CH:25]=2)[C:15]([C:26]([CH3:28])=[CH2:27])=[CH:14][C:10]=1[C:11]([N:48]1[CH2:49][C:50]2[C:55](=[CH:54][CH:53]=[C:52]([C:56]3([OH:63])[CH2:61][CH2:60][N:59]([CH3:62])[CH2:58][CH2:57]3)[CH:51]=2)[CH2:47]1)=[O:12])[C:2]1[CH:3]=[CH:4][CH:5]=[CH:6][CH:7]=1. The yield is 0.690. (5) The reactants are [Cl:1][C:2]1[CH:35]=[CH:34][C:5]2[N:6]([C:9]3[S:13][C:12]([C:14]([NH2:16])=[O:15])=[C:11]([O:17][C@@H:18]([C:20]4[CH:25]=[CH:24][CH:23]=[C:22]([O:26][CH:27]5[CH2:32][CH2:31][NH:30][CH2:29][CH2:28]5)[C:21]=4[Cl:33])[CH3:19])[CH:10]=3)[CH:7]=[N:8][C:4]=2[CH:3]=1.[CH:36]([S:38]([CH3:41])(=[O:40])=[O:39])=[CH2:37]. The catalyst is C1COCC1. The product is [Cl:1][C:2]1[CH:35]=[CH:34][C:5]2[N:6]([C:9]3[S:13][C:12]([C:14]([NH2:16])=[O:15])=[C:11]([O:17][C@@H:18]([C:20]4[CH:25]=[CH:24][CH:23]=[C:22]([O:26][CH:27]5[CH2:32][CH2:31][N:30]([CH2:37][CH2:36][S:38]([CH3:41])(=[O:40])=[O:39])[CH2:29][CH2:28]5)[C:21]=4[Cl:33])[CH3:19])[CH:10]=3)[CH:7]=[N:8][C:4]=2[CH:3]=1. The yield is 0.780. (6) The reactants are [ClH:1].[CH3:2][C:3]1[N:4]=[C:5]([NH:8][C:9]2[N:14]=[CH:13][C:12]([CH:15]([CH:17]3[CH2:22][CH2:21][O:20][CH2:19][CH2:18]3)O)=[CH:11][C:10]=2[S:23][C:24]2[CH:29]=[CH:28][CH:27]=[CH:26][CH:25]=2)[S:6][CH:7]=1.O.CC1C=CC(S(O)(=O)=O)=CC=1.Cl. The catalyst is C1(C)C=CC=CC=1. The product is [ClH:1].[CH3:2][C:3]1[N:4]=[C:5]([NH:8][C:9]2[C:10]([S:23][C:24]3[CH:29]=[CH:28][CH:27]=[CH:26][CH:25]=3)=[CH:11][C:12]([CH:15]=[C:17]3[CH2:22][CH2:21][O:20][CH2:19][CH2:18]3)=[CH:13][N:14]=2)[S:6][CH:7]=1. The yield is 0.350.